This data is from Full USPTO retrosynthesis dataset with 1.9M reactions from patents (1976-2016). The task is: Predict the reactants needed to synthesize the given product. (1) Given the product [CH2:1]([O:3][P:4]([C:9]1[C:18]2[C:13](=[CH:14][CH:15]=[CH:16][CH:17]=2)[C:12]([N:19]2[CH2:23][CH2:22][CH2:21][CH2:20]2)=[CH:11][CH:10]=1)(=[O:5])[OH:8])[CH3:2], predict the reactants needed to synthesize it. The reactants are: [CH2:1]([O:3][P:4]([C:9]1[C:18]2[C:13](=[CH:14][CH:15]=[CH:16][CH:17]=2)[C:12]([N:19]2[CH2:23][CH2:22][CH2:21][CH2:20]2)=[CH:11][CH:10]=1)(=[O:8])[O:5]CC)[CH3:2]. (2) Given the product [NH2:18][C:14]1[N:15]=[CH:16][N:17]=[C:12]([N:8]2[C:7]3[CH:19]=[C:3]([C:1]#[C:2][C:34]([C:29]4[CH:30]=[N:31][CH:32]=[CH:33][N:28]=4)([OH:36])[CH3:35])[CH:4]=[CH:5][C:6]=3[N:10]=[C:9]2[CH3:11])[N:13]=1, predict the reactants needed to synthesize it. The reactants are: [C:1]([C:3]1[CH:4]=[CH:5][C:6]2[N:10]=[C:9]([CH3:11])[N:8]([C:12]3[N:17]=[CH:16][N:15]=[C:14]([NH2:18])[N:13]=3)[C:7]=2[CH:19]=1)#[CH:2].[Li+].CC([N-]C(C)C)C.[N:28]1[CH:33]=[CH:32][N:31]=[CH:30][C:29]=1[C:34](=[O:36])[CH3:35]. (3) The reactants are: [CH3:1][C:2]([O:4][C@H:5]1[C:14]2[C@@:15]3([CH3:30])[C@@H:26]([CH2:27][O:28][CH3:29])[O:25][C:23](=[O:24])[C:17]4=[CH:18][O:19][C:20]([C:21](=[O:22])[C:13]=2[C@@H:8]2[CH2:9][CH2:10][C@H:11]([OH:12])[C@@:7]2([CH3:31])[CH2:6]1)=[C:16]34)=[O:3].[CH3:32][N:33]([CH3:44])[CH2:34][CH2:35][NH:36][CH2:37][C:38]1[CH:43]=[CH:42][CH:41]=[CH:40][CH:39]=1. Given the product [CH2:37]([N:36]([CH:18]=[C:17]1[C:16]2[C:15]([CH3:30])([C:14]3[CH:5]([O:4][C:2](=[O:3])[CH3:1])[CH2:6][C:7]4([CH3:31])[CH:8]([C:13]=3[C:21](=[O:22])[C:20]=2[OH:19])[CH2:9][CH2:10][CH:11]4[OH:12])[CH:26]([CH2:27][O:28][CH3:29])[O:25][C:23]1=[O:24])[CH2:35][CH2:34][N:33]([CH3:44])[CH3:32])[C:38]1[CH:43]=[CH:42][CH:41]=[CH:40][CH:39]=1, predict the reactants needed to synthesize it. (4) Given the product [Cl:20][C:2]1[N:7]=[CH:6][C:5]([C:8]2[CH:17]=[CH:16][C:11]([C:12]([O:14][CH3:15])=[O:13])=[CH:10][CH:9]=2)=[CH:4][CH:3]=1, predict the reactants needed to synthesize it. The reactants are: O[C:2]1[N:7]=[CH:6][C:5]([C:8]2[CH:17]=[CH:16][C:11]([C:12]([O:14][CH3:15])=[O:13])=[CH:10][CH:9]=2)=[CH:4][CH:3]=1.O=P(Cl)(Cl)[Cl:20]. (5) Given the product [CH:24]1([CH2:23][C:13]([CH3:12])([C:19](=[O:21])[CH3:20])[C:14]([O:16][CH2:17][CH3:18])=[O:15])[CH2:29][CH2:28][CH2:27][CH2:26][CH2:25]1, predict the reactants needed to synthesize it. The reactants are: O(C(C)(C)C)[K].CC(O)(C)C.[CH3:12][CH:13]([C:19](=[O:21])[CH3:20])[C:14]([O:16][CH2:17][CH3:18])=[O:15].Br[CH2:23][CH:24]1[CH2:29][CH2:28][CH2:27][CH2:26][CH2:25]1. (6) Given the product [CH3:9][O:8][C:5]1[N:6]=[CH:7][C:2]([CH:23]([C:20]2[CH:21]=[N:22][C:17]([O:16][CH3:15])=[CH:18][CH:19]=2)[NH2:24])=[CH:3][CH:4]=1, predict the reactants needed to synthesize it. The reactants are: Br[C:2]1[CH:3]=[CH:4][C:5]([O:8][CH3:9])=[N:6][CH:7]=1.C([Li])CCC.[CH3:15][O:16][C:17]1[N:22]=[CH:21][C:20]([C:23]#[N:24])=[CH:19][CH:18]=1.[BH4-].[Na+].